From a dataset of Reaction yield outcomes from USPTO patents with 853,638 reactions. Predict the reaction yield, written as a fraction of the theoretical maximum amount of product (1.0 means a 100% yield; for example, 0.34 means a 34% yield). (1) The reactants are [CH3:1][O:2][C:3]1[C:8]([N+:9]([O-])=O)=[CH:7][CH:6]=[C:5]([S:12]([CH3:15])(=[O:14])=[O:13])[N:4]=1.[H][H]. The catalyst is CCOC(C)=O.CCO.[Pd]. The product is [CH3:1][O:2][C:3]1[C:8]([NH2:9])=[CH:7][CH:6]=[C:5]([S:12]([CH3:15])(=[O:14])=[O:13])[N:4]=1. The yield is 0.970. (2) The reactants are [Cl:1][C:2]1[S:3][C:4]2[CH:10]=[C:9]([OH:11])[CH:8]=[CH:7][C:5]=2[N:6]=1.[CH:12](O)([CH3:14])[CH3:13].C1(P(C2C=CC=CC=2)C2C=CC=CC=2)C=CC=CC=1.CC(OC(/N=N/C(OC(C)C)=O)=O)C. The catalyst is C1COCC1. The product is [Cl:1][C:2]1[S:3][C:4]2[CH:10]=[C:9]([O:11][CH:12]([CH3:14])[CH3:13])[CH:8]=[CH:7][C:5]=2[N:6]=1. The yield is 0.910. (3) The reactants are [N:1]1[CH:6]=[CH:5][C:4]([C:7]2[C:15]3[C:10](=[N:11][CH:12]=[C:13]([C:16]4[CH:17]=[C:18]([CH:21]=[CH:22][CH:23]=4)[CH:19]=O)[CH:14]=3)[NH:9][CH:8]=2)=[CH:3][CH:2]=1.[C:24]([CH2:26][C:27]([NH2:29])=[O:28])#[N:25].N1CCCCC1. The catalyst is C1COCC1. The product is [C:24](/[C:26](=[CH:19]\[C:18]1[CH:21]=[CH:22][CH:23]=[C:16]([C:13]2[CH:14]=[C:15]3[C:7]([C:4]4[CH:5]=[CH:6][N:1]=[CH:2][CH:3]=4)=[CH:8][NH:9][C:10]3=[N:11][CH:12]=2)[CH:17]=1)/[C:27]([NH2:29])=[O:28])#[N:25]. The yield is 0.400. (4) The reactants are Cl[C:2]1[CH:3]=[C:4]([C:12]([C:14]2[CH:15]=[N:16][CH:17]=[N:18][CH:19]=2)=[O:13])[CH:5]=[C:6]2[C:11]=1[N:10]=[CH:9][CH:8]=[CH:7]2.[CH:20]([B-](F)(F)F)=[CH2:21].[K+].C(N(CC)CC)C. The catalyst is C(O)(C)C. The product is [N:16]1[CH:15]=[C:14]([C:12]([C:4]2[CH:5]=[C:6]3[C:11](=[C:2]([CH:20]=[CH2:21])[CH:3]=2)[N:10]=[CH:9][CH:8]=[CH:7]3)=[O:13])[CH:19]=[N:18][CH:17]=1. The yield is 0.680. (5) The reactants are [CH3:1][O:2][C:3]1[C:8]([O:9][CH3:10])=[C:7]([O:11][CH3:12])[CH:6]=[C:5]([CH3:13])[C:4]=1[CH:14]([C:16]1[C:21]([Cl:22])=[CH:20][N:19]=[C:18]([Cl:23])[C:17]=1[C:24]([F:27])([F:26])[F:25])[OH:15]. The catalyst is C1(C)C=CC=CC=1.[O-2].[O-2].[Mn+4]. The product is [CH3:1][O:2][C:3]1[C:8]([O:9][CH3:10])=[C:7]([O:11][CH3:12])[CH:6]=[C:5]([CH3:13])[C:4]=1[C:14]([C:16]1[C:21]([Cl:22])=[CH:20][N:19]=[C:18]([Cl:23])[C:17]=1[C:24]([F:27])([F:26])[F:25])=[O:15]. The yield is 0.890.